From a dataset of Full USPTO retrosynthesis dataset with 1.9M reactions from patents (1976-2016). Predict the reactants needed to synthesize the given product. (1) The reactants are: [N+:1]([C:4]1[CH:30]=[CH:29][C:7]([CH2:8][C:9]2([CH2:19][C:20]3[CH:25]=[CH:24][C:23]([N+:26]([O-])=O)=[CH:22][CH:21]=3)[CH2:15][O:14][C:13]3=[CH:16][S:17][CH:18]=[C:12]3[O:11][CH2:10]2)=[CH:6][CH:5]=1)([O-])=O.O.O.[Sn](Cl)Cl.C(OCC)(=O)C.C(=O)([O-])[O-].[Na+].[Na+]. Given the product [NH2:1][C:4]1[CH:30]=[CH:29][C:7]([CH2:8][C:9]2([CH2:19][C:20]3[CH:25]=[CH:24][C:23]([NH2:26])=[CH:22][CH:21]=3)[CH2:15][O:14][C:13]3=[CH:16][S:17][CH:18]=[C:12]3[O:11][CH2:10]2)=[CH:6][CH:5]=1, predict the reactants needed to synthesize it. (2) Given the product [CH3:10][O:11][C:12]([C:14]1[C:19]([F:20])=[CH:18][C:17]([S:1][CH2:2][C:3]([O:5][CH2:6][CH3:7])=[O:4])=[C:16]([NH2:22])[N:15]=1)=[O:13], predict the reactants needed to synthesize it. The reactants are: [SH:1][CH2:2][C:3]([O:5][CH2:6][CH3:7])=[O:4].[H-].[Na+].[CH3:10][O:11][C:12]([C:14]1[C:19]([F:20])=[CH:18][C:17](Br)=[C:16]([NH2:22])[N:15]=1)=[O:13].CCOC(C)=O. (3) Given the product [CH3:1][C:2]1[CH:3]=[C:4]2[C:9](=[CH:10][CH:11]=1)[N:8]=[C:7]([C:22]#[N:24])[CH:6]=[CH:5]2, predict the reactants needed to synthesize it. The reactants are: [CH3:1][C:2]1[CH:3]=[C:4]2[C:9](=[CH:10][CH:11]=1)[N+:8]([O-])=[CH:7][CH:6]=[CH:5]2.C(Cl)(=O)C1C=CC=CC=1.[CH2:22]([N:24](CC)CC)C. (4) Given the product [F:8][C:9]([F:20])([F:21])[C:10]1[CH:11]=[C:12]([I:6])[C:13]([C:16]([F:17])([F:18])[F:19])=[CH:14][C:15]=1[I:1], predict the reactants needed to synthesize it. The reactants are: [I:1](O)(=O)(=O)=O.[I-:6].[K+].[F:8][C:9]([F:21])([F:20])[C:10]1[CH:15]=[CH:14][C:13]([C:16]([F:19])([F:18])[F:17])=[CH:12][CH:11]=1. (5) Given the product [F:17][C:14]1[CH:15]=[CH:16][C:11]([CH:8]2[N:7]([S:18]([C:21]3[CH:22]=[CH:23][C:24]([CH3:27])=[CH:25][CH:26]=3)(=[O:19])=[O:20])[CH:6]([CH2:5][CH2:4][CH2:3][CH2:2][N:28]3[CH:32]=[CH:31][CH:30]=[N:29]3)[CH2:10][CH2:9]2)=[CH:12][CH:13]=1, predict the reactants needed to synthesize it. The reactants are: Cl[CH2:2][CH2:3][CH2:4][CH2:5][CH:6]1[CH2:10][CH2:9][CH:8]([C:11]2[CH:16]=[CH:15][C:14]([F:17])=[CH:13][CH:12]=2)[N:7]1[S:18]([C:21]1[CH:26]=[CH:25][C:24]([CH3:27])=[CH:23][CH:22]=1)(=[O:20])=[O:19].[NH:28]1[CH:32]=[CH:31][CH:30]=[N:29]1. (6) Given the product [C:14]([C:11]1[CH:12]=[C:13]2[C:8](=[CH:9][CH:10]=1)[NH:7][C:6]([CH3:18])=[C:5]2[CH2:4][C:3]1[CH:19]=[CH:20][C:21]([I:23])=[CH:22][C:2]=1[Cl:1])([OH:16])=[O:15], predict the reactants needed to synthesize it. The reactants are: [Cl:1][C:2]1[CH:22]=[C:21]([I:23])[CH:20]=[CH:19][C:3]=1[CH2:4][C:5]1[C:13]2[C:8](=[CH:9][CH:10]=[C:11]([C:14]([O:16]C)=[O:15])[CH:12]=2)[NH:7][C:6]=1[CH3:18].[OH-].[Na+].Cl. (7) Given the product [CH3:45][CH2:44][CH2:43][CH2:42][CH2:41][CH2:40][CH2:39][CH2:37][O:36][C:12]1[CH:13]=[CH:14][C:15]([C:16]([C:17]2[CH:18]=[CH:19][CH:20]=[CH:21][CH:22]=2)=[O:23])=[C:10]([OH:9])[CH:11]=1, predict the reactants needed to synthesize it. The reactants are: C([O:9][CH2:10][CH2:11][CH2:12][CH2:13][CH2:14][C:15](N(CC)CC)(O)[C:16](=[O:23])[C:17]1[CH:22]=[CH:21][CH:20]=[CH:19][CH:18]=1)(=O)C1C=CC=CC=1.CCCCCC[O:36][C:37]([C:39]1[C:44]([C:45](C2C=CC(N(CC)CC)=CC=2O)=O)=[CH:43][CH:42]=[CH:41][CH:40]=1)=O.